Predict the reactants needed to synthesize the given product. From a dataset of Full USPTO retrosynthesis dataset with 1.9M reactions from patents (1976-2016). (1) Given the product [Cl:1][C:2]1[C:11]2[C:6](=[CH:7][CH:8]=[C:9]([C:12]([C:14]3[N:18]([CH3:19])[CH:17]=[N:16][CH:15]=3)([C:34]3[CH:35]=[CH:36][CH:37]=[CH:38][N:33]=3)[OH:13])[CH:10]=2)[N:5]=[C:4]([O:20][CH3:21])[C:3]=1[CH2:22][C:23]1[CH:24]=[CH:25][C:26]([S:29]([CH3:32])(=[O:30])=[O:31])=[CH:27][CH:28]=1, predict the reactants needed to synthesize it. The reactants are: [Cl:1][C:2]1[C:11]2[C:6](=[CH:7][CH:8]=[C:9]([C:12]([C:14]3[N:18]([CH3:19])[CH:17]=[N:16][CH:15]=3)=[O:13])[CH:10]=2)[N:5]=[C:4]([O:20][CH3:21])[C:3]=1[CH2:22][C:23]1[CH:28]=[CH:27][C:26]([S:29]([CH3:32])(=[O:31])=[O:30])=[CH:25][CH:24]=1.[N:33]1[CH:38]=[CH:37][CH:36]=[CH:35][C:34]=1[Mg]Br. (2) Given the product [CH3:1][O:2][C:3]1[CH:29]=[C:28]([O:30][CH3:31])[CH:27]=[CH:26][C:4]=1[CH2:5][NH:6][C:7]1[N:12]=[C:11]([NH:13][CH2:14][C:15]2[C:16]([F:22])=[CH:17][CH:18]=[CH:19][C:20]=2[F:21])[C:10]([NH2:23])=[CH:9][N:8]=1, predict the reactants needed to synthesize it. The reactants are: [CH3:1][O:2][C:3]1[CH:29]=[C:28]([O:30][CH3:31])[CH:27]=[CH:26][C:4]=1[CH2:5][NH:6][C:7]1[N:12]=[C:11]([NH:13][CH2:14][C:15]2[C:20]([F:21])=[CH:19][CH:18]=[CH:17][C:16]=2[F:22])[C:10]([N+:23]([O-])=O)=[CH:9][N:8]=1. (3) Given the product [ClH:36].[CH:33]1([C:18]2[C:17]([CH2:16][NH2:8])=[CH:22][C:21]([C:23]3[CH:28]=[N:27][C:26]([C:29]([F:30])([F:32])[F:31])=[N:25][CH:24]=3)=[CH:20][N:19]=2)[CH2:35][CH2:34]1, predict the reactants needed to synthesize it. The reactants are: C(OC([N:8]([CH2:16][C:17]1[C:18]([CH:33]2[CH2:35][CH2:34]2)=[N:19][CH:20]=[C:21]([C:23]2[CH:24]=[N:25][C:26]([C:29]([F:32])([F:31])[F:30])=[N:27][CH:28]=2)[CH:22]=1)C(=O)OC(C)(C)C)=O)(C)(C)C.[ClH:36]. (4) Given the product [Br:1][C:2]1[CH:3]=[CH:4][C:5]2[O:8][CH:9]=[CH:10][C:6]=2[CH:7]=1, predict the reactants needed to synthesize it. The reactants are: [Br:1][C:2]1[CH:7]=[CH:6][C:5]([O:8][CH2:9][CH:10](OCC)OCC)=[CH:4][CH:3]=1.